From a dataset of Peptide-MHC class I binding affinity with 185,985 pairs from IEDB/IMGT. Regression. Given a peptide amino acid sequence and an MHC pseudo amino acid sequence, predict their binding affinity value. This is MHC class I binding data. (1) The peptide sequence is YMAKLHAYL. The MHC is H-2-Kb with pseudo-sequence H-2-Kb. The binding affinity (normalized) is 0.385. (2) The peptide sequence is YQAVVPLVY. The MHC is HLA-B27:05 with pseudo-sequence HLA-B27:05. The binding affinity (normalized) is 0.0805. (3) The peptide sequence is FLDLPLPWL. The MHC is HLA-A02:06 with pseudo-sequence HLA-A02:06. The binding affinity (normalized) is 0.552. (4) The peptide sequence is FVNRYGVAY. The MHC is HLA-A02:06 with pseudo-sequence HLA-A02:06. The binding affinity (normalized) is 0.220. (5) The peptide sequence is EEHKETWHY. The MHC is HLA-B44:02 with pseudo-sequence HLA-B44:02. The binding affinity (normalized) is 0.509. (6) The peptide sequence is IQIQATETA. The MHC is HLA-B57:01 with pseudo-sequence HLA-B57:01. The binding affinity (normalized) is 0.0847. (7) The peptide sequence is YLQQNTHTL. The MHC is HLA-C04:01 with pseudo-sequence HLA-C04:01. The binding affinity (normalized) is 0.0847.